Predict the reactants needed to synthesize the given product. From a dataset of Full USPTO retrosynthesis dataset with 1.9M reactions from patents (1976-2016). (1) Given the product [Cl:15][C:9]1[CH2:10][CH2:11][N:7]([C:3]2[CH:2]=[N:1][CH:6]=[CH:5][CH:4]=2)[N:8]=1, predict the reactants needed to synthesize it. The reactants are: [N:1]1[CH:6]=[CH:5][CH:4]=[C:3]([N:7]2[CH2:11][CH2:10][C:9](=O)[NH:8]2)[CH:2]=1.P(Cl)(Cl)([Cl:15])=O. (2) Given the product [CH3:31][O:30][C:27]1[CH:28]=[CH:29][C:24]([C:23]2[C:16]3[C:15]([NH:14][C:10]4[CH:9]=[C:8]([CH2:7][C:6]([NH:2][NH2:3])=[O:38])[CH:13]=[CH:12][CH:11]=4)=[N:20][CH:19]=[N:18][C:17]=3[O:21][C:22]=2[C:32]2[CH:37]=[CH:36][CH:35]=[CH:34][CH:33]=2)=[CH:25][CH:26]=1, predict the reactants needed to synthesize it. The reactants are: O.[NH2:2][NH2:3].CO[C:6](=[O:38])[CH2:7][C:8]1[CH:13]=[CH:12][CH:11]=[C:10]([NH:14][C:15]2[C:16]3[C:23]([C:24]4[CH:29]=[CH:28][C:27]([O:30][CH3:31])=[CH:26][CH:25]=4)=[C:22]([C:32]4[CH:37]=[CH:36][CH:35]=[CH:34][CH:33]=4)[O:21][C:17]=3[N:18]=[CH:19][N:20]=2)[CH:9]=1. (3) Given the product [Cl:1][C:2]1[N:3]=[CH:4][N:5]([C:9]2[C:10]([F:17])=[CH:11][C:12]([N+:14]([O-:16])=[O:15])=[CH:13][C:8]=2[F:7])[CH:6]=1, predict the reactants needed to synthesize it. The reactants are: [Cl:1][C:2]1[N:3]=[CH:4][NH:5][CH:6]=1.[F:7][C:8]1[CH:13]=[C:12]([N+:14]([O-:16])=[O:15])[CH:11]=[C:10]([F:17])[C:9]=1F.C(=O)([O-])[O-].[K+].[K+].